This data is from Forward reaction prediction with 1.9M reactions from USPTO patents (1976-2016). The task is: Predict the product of the given reaction. (1) Given the reactants [NH2:1][C:2]1[CH:3]=[CH:4][CH:5]=[C:6]2[C:11]=1[N:10]=[CH:9][CH:8]=[CH:7]2.[Cl:12][C:13]1[CH:18]=[CH:17][N:16]=[C:15]([C:19](O)=[O:20])[CH:14]=1.Cl.CN(C)CCCN=C=NCC, predict the reaction product. The product is: [N:10]1[C:11]2[C:6](=[CH:5][CH:4]=[CH:3][C:2]=2[NH:1][C:19]([C:15]2[CH:14]=[C:13]([Cl:12])[CH:18]=[CH:17][N:16]=2)=[O:20])[CH:7]=[CH:8][CH:9]=1. (2) Given the reactants [CH3:1][CH:2]1[C:11](=O)[N:10]2[CH:13]3[CH2:18][CH2:17][N:16]([C:19]([O:21][CH2:22][CH3:23])=[O:20])[CH2:15][CH:14]3[C:8]3[C:9]2=[C:4]([CH:5]=[CH:6][CH:7]=3)[N:3]1[C:24]([O:26][CH2:27][CH3:28])=[O:25].Cl, predict the reaction product. The product is: [CH3:1][CH:2]1[CH2:11][N:10]2[CH:13]3[CH2:18][CH2:17][N:16]([C:19]([O:21][CH2:22][CH3:23])=[O:20])[CH2:15][CH:14]3[C:8]3[C:9]2=[C:4]([CH:5]=[CH:6][CH:7]=3)[N:3]1[C:24]([O:26][CH2:27][CH3:28])=[O:25].